This data is from Catalyst prediction with 721,799 reactions and 888 catalyst types from USPTO. The task is: Predict which catalyst facilitates the given reaction. (1) Reactant: [NH:1]1[C:5]2[CH2:6][NH:7][CH2:8][CH2:9][C:4]=2[C:3]([C:10]([N:12]2[CH2:17][CH2:16][CH:15]([C:18]3[CH:23]=[CH:22][CH:21]=[CH:20][C:19]=3[C:24]([F:27])([F:26])[F:25])[CH2:14][CH2:13]2)=[O:11])=[N:2]1.[ClH:28]. Product: [ClH:28].[NH:1]1[C:5]2[CH2:6][NH:7][CH2:8][CH2:9][C:4]=2[C:3]([C:10]([N:12]2[CH2:17][CH2:16][CH:15]([C:18]3[CH:23]=[CH:22][CH:21]=[CH:20][C:19]=3[C:24]([F:27])([F:26])[F:25])[CH2:14][CH2:13]2)=[O:11])=[N:2]1. The catalyst class is: 275. (2) Reactant: FC(F)(F)C(O)=O.[F:8][C:9]1[CH:14]=[C:13]([N+:15]([O-:17])=[O:16])[CH:12]=[CH:11][C:10]=1[NH:18][C:19]1[C:20]2[C:27]([C:28]([F:31])([F:30])[F:29])=[CH:26][N:25](COCC[Si](C)(C)C)[C:21]=2[N:22]=[CH:23][CH:24]=1. Product: [F:8][C:9]1[CH:14]=[C:13]([N+:15]([O-:17])=[O:16])[CH:12]=[CH:11][C:10]=1[NH:18][C:19]1[C:20]2[C:27]([C:28]([F:31])([F:29])[F:30])=[CH:26][NH:25][C:21]=2[N:22]=[CH:23][CH:24]=1. The catalyst class is: 4. (3) Reactant: [CH3:1][O:2][C:3](=[O:20])[CH:4]([C:13]1[CH:18]=[CH:17][CH:16]=[CH:15][C:14]=1[Cl:19])N1CC(=O)CC(S)C1.CC(OC(CP(OC)(OC)=O)=O)(C)C.[H-].[Na+].ClCCl. Product: [CH3:1][O:2][C:3](=[O:20])[CH2:4][C:13]1[CH:18]=[CH:17][CH:16]=[CH:15][C:14]=1[Cl:19]. The catalyst class is: 1.